From a dataset of Reaction yield outcomes from USPTO patents with 853,638 reactions. Predict the reaction yield, written as a fraction of the theoretical maximum amount of product (1.0 means a 100% yield; for example, 0.34 means a 34% yield). (1) The yield is 0.500. The product is [F:4][Al-:5]([F:11])([F:7])[F:6].[CH2:12]([N+:14]([CH2:18][CH3:19])([CH2:16][CH3:17])[CH3:15])[CH3:13]. The reactants are O.O.O.[F-:4].[Al+3:5].[F-:6].[F-:7].O.O.O.[F-:11].[CH2:12]([N+:14]([CH2:18][CH3:19])([CH2:16][CH3:17])[CH3:15])[CH3:13]. No catalyst specified. (2) The reactants are Cl.[CH3:2][C@@H:3]1[CH2:8][CH2:7][NH:6][CH2:5][C@@H:4]1[N:9]1[C:18]2[C:13](=[CH:14][N:15]=[C:16]3[NH:21][CH:20]=[CH:19][C:17]3=2)[C:12](=[O:22])[CH:11]=[CH:10]1.[F:23][C:24]1[C:31]([F:32])=[CH:30][CH:29]=[CH:28][C:25]=1[CH:26]=O.B.N1C=CC=CC=1C.C(=O)([O-])O.[Na+].[OH-].[Na+]. The catalyst is CO.C(O)(=O)C. The product is [F:23][C:24]1[C:31]([F:32])=[CH:30][CH:29]=[CH:28][C:25]=1[CH2:26][N:6]1[CH2:7][CH2:8][C@@H:3]([CH3:2])[C@@H:4]([N:9]2[C:18]3[C:13](=[CH:14][N:15]=[C:16]4[NH:21][CH:20]=[CH:19][C:17]4=3)[C:12](=[O:22])[CH:11]=[CH:10]2)[CH2:5]1. The yield is 0.260. (3) The reactants are [Cl:1][C:2]1[CH:7]=[C:6]([C:8]#[N:9])[CH:5]=[CH:4][C:3]=1[CH2:10][C:11]([O:13][C:14]([CH3:17])(C)C)=[O:12].Cl.O1CCOCC1.ClC1C=C(C#N)C=CC=1CC(OCC)=O.C(O[CH:43](OCC)[N:44]([CH3:46])[CH3:45])C. The catalyst is C(O)C.CN(C=O)C. The product is [Cl:1][C:2]1[CH:7]=[C:6]([C:8]#[N:9])[CH:5]=[CH:4][C:3]=1[C:10](=[CH:43][N:44]([CH3:46])[CH3:45])[C:11]([O:13][CH2:14][CH3:17])=[O:12]. The yield is 0.540. (4) The reactants are [F:1][C:2]1[CH:31]=[CH:30][C:5]([C:6]([NH:8][C@H:9]2[C:18]3[C:13](=[CH:14][CH:15]=[C:16]([N:19]4[CH2:24][CH2:23][N:22]([CH:25]5[CH2:28][O:27][CH2:26]5)[CH2:21][CH2:20]4)[CH:17]=3)[O:12][CH2:11][C@@H:10]2[OH:29])=[O:7])=[CH:4][CH:3]=1.[C:32](N1C=CN=C1)([N:34]1C=CN=[CH:35]1)=[O:33].CN.O. The catalyst is C1COCC1.C(OC)(C)(C)C. The product is [F:1][C:2]1[CH:31]=[CH:30][C:5]([C:6]([NH:8][C@H:9]2[C:18]3[C:13](=[CH:14][CH:15]=[C:16]([N:19]4[CH2:20][CH2:21][N:22]([CH:25]5[CH2:28][O:27][CH2:26]5)[CH2:23][CH2:24]4)[CH:17]=3)[O:12][CH2:11][C@@H:10]2[O:29][C:32](=[O:33])[NH:34][CH3:35])=[O:7])=[CH:4][CH:3]=1. The yield is 0.780. (5) The reactants are [C:1]([O:5][C@@H:6]([C:12]1[C:13]([CH3:34])=[N:14][C:15]([CH3:33])=[C:16]([C:26]2[CH:31]=[CH:30][C:29](O)=[CH:28][CH:27]=2)[C:17]=1[N:18]1[CH2:23][CH2:22][C:21]([CH3:25])([CH3:24])[CH2:20][CH2:19]1)[C:7]([O:9]CC)=[O:8])([CH3:4])([CH3:3])[CH3:2].[F:35][C:36]1[CH:37]=[C:38]([CH2:43][CH2:44][OH:45])[CH:39]=[CH:40][C:41]=1[F:42].C1C=CC(P(C2C=CC=CC=2)C2C=CC=CC=2)=CC=1.CCOC(/N=N/C(OCC)=O)=O.[OH-].[Na+]. The catalyst is C1COCC1.CO. The product is [C:1]([O:5][C@@H:6]([C:12]1[C:13]([CH3:34])=[N:14][C:15]([CH3:33])=[C:16]([C:26]2[CH:27]=[CH:28][C:29]([O:45][CH2:44][CH2:43][C:38]3[CH:39]=[CH:40][C:41]([F:42])=[C:36]([F:35])[CH:37]=3)=[CH:30][CH:31]=2)[C:17]=1[N:18]1[CH2:19][CH2:20][C:21]([CH3:25])([CH3:24])[CH2:22][CH2:23]1)[C:7]([OH:9])=[O:8])([CH3:4])([CH3:2])[CH3:3]. The yield is 0.0686. (6) The reactants are Br[CH:2]=[C:3]1[C:9]2[CH:10]=[CH:11][C:12]([O:14][CH3:15])=[CH:13][C:8]=2[CH2:7][CH2:6][C:5]2[CH:16]=[CH:17][CH:18]=[CH:19][C:4]1=2.[CH2:20]([S:22]([NH:25][C:26]1[CH:27]=[C:28](B(O)O)[CH:29]=[CH:30][CH:31]=1)(=[O:24])=[O:23])[CH3:21]. No catalyst specified. The product is [CH3:15][O:14][C:12]1[CH:11]=[CH:10][C:9]2[C:3](=[CH:2][C:28]3[CH:27]=[C:26]([NH:25][S:22]([CH2:20][CH3:21])(=[O:24])=[O:23])[CH:31]=[CH:30][CH:29]=3)[C:4]3[CH:19]=[CH:18][CH:17]=[CH:16][C:5]=3[CH2:6][CH2:7][C:8]=2[CH:13]=1. The yield is 0.440. (7) The reactants are [H-].[Na+].P(=O)([O-])O[C:5]([CH2:17][CH3:18])(CC)[C:6]1[CH:11]=[CH:10][C:9]([F:12])=[CH:8][C:7]=1[C:13]#[N:14].[F:21][C:22]1[CH:29]=[CH:28]C(C=O)=[CH:24][CH:23]=1.[Na+].[Cl-]. The catalyst is CN(C=O)C.O. The product is [F:21][C:22]1[CH:29]=[CH:28][C:18]([CH:17]=[CH:5][C:6]2[CH:11]=[CH:10][C:9]([F:12])=[CH:8][C:7]=2[C:13]#[N:14])=[CH:24][CH:23]=1. The yield is 0.232. (8) The reactants are [F:1][C:2]([F:29])([C:22]1[CH:27]=[CH:26][C:25]([F:28])=[CH:24][CH:23]=1)[C:3]1[N:4]=[C:5]([NH:15][C:16]2[CH:20]=[C:19]([CH3:21])[NH:18][N:17]=2)[C:6]2[S:11][C:10](S(C)=O)=[N:9][C:7]=2[N:8]=1.[C-:30]#[N:31].[K+]. The catalyst is CC(N(C)C)=O. The product is [F:1][C:2]([F:29])([C:22]1[CH:27]=[CH:26][C:25]([F:28])=[CH:24][CH:23]=1)[C:3]1[N:4]=[C:5]([NH:15][C:16]2[CH:20]=[C:19]([CH3:21])[NH:18][N:17]=2)[C:6]2[S:11][C:10]([C:30]#[N:31])=[N:9][C:7]=2[N:8]=1. The yield is 0.160. (9) The reactants are [Cl:1][C:2]1[CH:10]=[CH:9][CH:8]=[C:7]2[C:3]=1[CH:4]=[N:5][NH:6]2.[O:11]1[CH:16]=[CH:15][CH2:14][CH2:13][CH2:12]1. The catalyst is C1(C)C=CC(S([O-])(=O)=O)=CC=1.[NH+]1C=CC=CC=1.C(Cl)Cl. The product is [Cl:1][C:2]1[CH:10]=[CH:9][CH:8]=[C:7]2[C:3]=1[CH:4]=[N:5][N:6]2[CH:12]1[CH2:13][CH2:14][CH2:15][CH2:16][O:11]1. The yield is 0.950.